From a dataset of Forward reaction prediction with 1.9M reactions from USPTO patents (1976-2016). Predict the product of the given reaction. (1) Given the reactants [NH:1]([C:13]([O:15][C:16]([CH3:19])([CH3:18])[CH3:17])=[O:14])[C@@H:2]([C:10]([OH:12])=O)[CH2:3][CH:4]1[CH2:9][CH2:8][CH2:7][CH2:6][CH2:5]1.[NH:20]1[CH2:34][CH2:33][CH2:32][C@H:21]1[C:22]([O:24][CH2:25][C:26]1[CH:31]=[CH:30][CH:29]=[CH:28][CH:27]=1)=[O:23], predict the reaction product. The product is: [NH:1]([C:13]([O:15][C:16]([CH3:19])([CH3:18])[CH3:17])=[O:14])[C@@H:2]([C:10]([N:20]1[CH2:34][CH2:33][CH2:32][C@H:21]1[C:22]([O:24][CH2:25][C:26]1[CH:27]=[CH:28][CH:29]=[CH:30][CH:31]=1)=[O:23])=[O:12])[CH2:3][CH:4]1[CH2:5][CH2:6][CH2:7][CH2:8][CH2:9]1. (2) The product is: [Br:8][C:5]1[CH:6]=[CH:7][C:2]([NH:1][C:19](=[O:39])[CH2:20][NH:21][C:22](=[O:38])[O:23][CH2:24][CH:25]2[C:26]3[CH:27]=[CH:28][CH:29]=[CH:30][C:31]=3[C:32]3[C:37]2=[CH:36][CH:35]=[CH:34][CH:33]=3)=[C:3]([C:9]([C:11]2[CH:16]=[CH:15][CH:14]=[CH:13][C:12]=2[F:17])=[O:10])[CH:4]=1. Given the reactants [NH2:1][C:2]1[CH:7]=[CH:6][C:5]([Br:8])=[CH:4][C:3]=1[C:9]([C:11]1[CH:16]=[CH:15][CH:14]=[CH:13][C:12]=1[F:17])=[O:10].Cl[C:19](=[O:39])[CH2:20][NH:21][C:22](=[O:38])[O:23][CH2:24][CH:25]1[C:37]2[CH:36]=[CH:35][CH:34]=[CH:33][C:32]=2[C:31]2[C:26]1=[CH:27][CH:28]=[CH:29][CH:30]=2, predict the reaction product. (3) The product is: [F:3][C:4]([F:13])([F:14])[C:5]1[CH:12]=[CH:11][C:8]([C:9]2([NH2:10])[CH2:16][CH2:15]2)=[CH:7][CH:6]=1. Given the reactants N#N.[F:3][C:4]([F:14])([F:13])[C:5]1[CH:12]=[CH:11][C:8]([C:9]#[N:10])=[CH:7][CH:6]=1.[CH2:15]([Mg]Br)[CH3:16].Cl.[OH-].[Na+], predict the reaction product. (4) Given the reactants [CH3:1][N:2]1[CH:7]=[C:6](B2OC(C)(C)C(C)(C)O2)[CH:5]=[C:4]([NH:17][C:18]2[CH:23]=[CH:22][C:21]([C:24]([N:26]3[CH2:31][CH2:30][O:29][CH2:28][CH2:27]3)=[O:25])=[CH:20][N:19]=2)[C:3]1=[O:32].Br[C:34]1[C:35]([C:54]([CH3:62])([CH3:61])[O:55][SiH2:56][C:57]([CH3:60])([CH3:59])[CH3:58])=[C:36]([N:40]2[CH:49]=[CH:48][C:47]3[C:42](=[CH:43][CH:44]=[C:45]([CH:50]4[CH2:52][CH2:51]4)[CH:46]=3)[C:41]2=[O:53])[CH:37]=[CH:38][CH:39]=1.C(=O)([O-])[O-].[Cs+].[Cs+].ClCCl, predict the reaction product. The product is: [C:57]([SiH2:56][O:55][C:54]([CH3:62])([CH3:61])[C:35]1[C:34]([C:6]2[CH:5]=[C:4]([NH:17][C:18]3[CH:23]=[CH:22][C:21]([C:24]([N:26]4[CH2:27][CH2:28][O:29][CH2:30][CH2:31]4)=[O:25])=[CH:20][N:19]=3)[C:3](=[O:32])[N:2]([CH3:1])[CH:7]=2)=[CH:39][CH:38]=[CH:37][C:36]=1[N:40]1[CH:49]=[CH:48][C:47]2[C:42](=[CH:43][CH:44]=[C:45]([CH:50]3[CH2:52][CH2:51]3)[CH:46]=2)[C:41]1=[O:53])([CH3:60])([CH3:58])[CH3:59]. (5) The product is: [NH2:27][C:26]1[C:20]2[S:19](=[O:35])(=[O:34])[N:18]=[C:17]([C:8]3[C:7](=[O:36])[N:6]([NH:5][CH2:4][CH:1]4[CH2:3][CH2:2]4)[C:15]4[C:10]([C:9]=3[OH:16])=[CH:11][CH:12]=[CH:13][CH:14]=4)[NH:22][C:21]=2[CH:23]=[CH:24][C:25]=1[O:30][CH2:31][C:32]#[N:33]. Given the reactants [CH:1]1([CH2:4][NH:5][N:6]2[C:15]3[C:10](=[CH:11][CH:12]=[CH:13][CH:14]=3)[C:9]([OH:16])=[C:8]([C:17]3[NH:22][C:21]4[CH:23]=[CH:24][C:25]([O:30][CH2:31][C:32]#[N:33])=[C:26]([N+:27]([O-])=O)[C:20]=4[S:19](=[O:35])(=[O:34])[N:18]=3)[C:7]2=[O:36])[CH2:3][CH2:2]1.[Cl-].[NH4+], predict the reaction product.